This data is from Reaction yield outcomes from USPTO patents with 853,638 reactions. The task is: Predict the reaction yield, written as a fraction of the theoretical maximum amount of product (1.0 means a 100% yield; for example, 0.34 means a 34% yield). (1) The yield is 0.800. The catalyst is CN(C)C(=O)C.C([O-])(=O)C.[Cu+2].C([O-])(=O)C. The product is [CH3:11][O:12][C:13]1[CH:18]=[CH:17][CH:16]=[CH:15][C:14]=1[N:4]1[CH:5]=[C:6]([C:7]([O:9][CH3:10])=[O:8])[C:2]([CH3:1])=[N:3]1. The reactants are [CH3:1][C:2]1[C:6]([C:7]([O:9][CH3:10])=[O:8])=[CH:5][NH:4][N:3]=1.[CH3:11][O:12][C:13]1[CH:18]=[CH:17][CH:16]=[CH:15][C:14]=1B(O)O.N1C=CC=CC=1. (2) The reactants are [C:1]([O:5][C:6]([N:8]([C:19]([O:21][C:22]([CH3:25])([CH3:24])[CH3:23])=[O:20])[C:9]1[S:10][C:11]2[CH:17]=[CH:16][CH:15]=[C:14]([CH3:18])[C:12]=2[N:13]=1)=[O:7])([CH3:4])([CH3:3])[CH3:2].[Br:26]N1C(=O)CCC1=O.N(C(C)(C)C#N)=NC(C)(C)C#N. The catalyst is C(Cl)(Cl)(Cl)Cl. The product is [Br:26][CH2:18][C:14]1[C:12]2[N:13]=[C:9]([N:8]([C:19]([O:21][C:22]([CH3:25])([CH3:24])[CH3:23])=[O:20])[C:6]([O:5][C:1]([CH3:4])([CH3:3])[CH3:2])=[O:7])[S:10][C:11]=2[CH:17]=[CH:16][CH:15]=1. The yield is 0.950.